From a dataset of Forward reaction prediction with 1.9M reactions from USPTO patents (1976-2016). Predict the product of the given reaction. (1) Given the reactants [C:1]([C:3]1[CH:4]=[CH:5][C:6]2[N:10]=[N:9][NH:8][C:7]=2[CH:11]=1)#[N:2].[Cl:12][CH:13]([CH3:17])[CH2:14][CH2:15]Br, predict the reaction product. The product is: [Cl:12][CH:13]([CH3:17])[CH2:14][CH2:15][N:8]1[C:7]2[CH:11]=[C:3]([C:1]#[N:2])[CH:4]=[CH:5][C:6]=2[N:10]=[N:9]1. (2) Given the reactants [C:1]([O:5][C:6]([N:8]1[CH2:13][CH:12]=[C:11]([C:14]2[C:19]([CH3:20])=[CH:18][C:17]([N+:21]([O-])=O)=[CH:16][N:15]=2)[CH2:10][CH2:9]1)=[O:7])([CH3:4])([CH3:3])[CH3:2], predict the reaction product. The product is: [C:1]([O:5][C:6]([N:8]1[CH2:9][CH2:10][CH:11]([C:14]2[C:19]([CH3:20])=[CH:18][C:17]([NH2:21])=[CH:16][N:15]=2)[CH2:12][CH2:13]1)=[O:7])([CH3:4])([CH3:3])[CH3:2]. (3) The product is: [F:1][C:2]1[CH:3]=[CH:4][C:5]([CH:8]2[O:21][C:44](=[O:46])[NH:41][CH:9]2[CH2:13][C:14]2[CH:15]=[CH:16][C:17]([F:20])=[CH:18][CH:19]=2)=[CH:6][CH:7]=1. Given the reactants [F:1][C:2]1[CH:7]=[CH:6][C:5]([CH:8]([OH:21])[CH:9]([CH2:13][C:14]2[CH:19]=[CH:18][C:17]([F:20])=[CH:16][CH:15]=2)C(O)=O)=[CH:4][CH:3]=1.C1(P(N=[N+]=[N-])(C2C=CC=CC=2)=O)C=CC=CC=1.C([N:41]([CH2:44]C)CC)C.[OH2:46], predict the reaction product. (4) Given the reactants [Br:1][C:2]1[CH:7]=[C:6]([N+:8]([O-:10])=[O:9])[CH:5]=[CH:4][C:3]=1F.[CH3:12][C:13]([SH:16])([CH3:15])[CH3:14].C(=O)([O-])[O-].[K+].[K+], predict the reaction product. The product is: [Br:1][C:2]1[CH:7]=[C:6]([N+:8]([O-:10])=[O:9])[CH:5]=[CH:4][C:3]=1[S:16][C:13]([CH3:15])([CH3:14])[CH3:12]. (5) The product is: [CH:24]1([CH2:30][CH2:31][NH:32][CH2:1][C:3]2[C:12]3[C:7](=[CH:8][CH:9]=[CH:10][CH:11]=3)[C:6]([O:13][C:14]3[CH:22]=[CH:21][C:17]([C:18]([NH2:20])=[O:19])=[CH:16][CH:15]=3)=[N:5][CH:4]=2)[CH2:29][CH2:28][CH2:27][CH2:26][CH2:25]1. Given the reactants [CH:1]([C:3]1[C:12]2[C:7](=[CH:8][CH:9]=[CH:10][CH:11]=2)[C:6]([O:13][C:14]2[CH:22]=[CH:21][C:17]([C:18]([NH2:20])=[O:19])=[CH:16][CH:15]=2)=[N:5][CH:4]=1)=O.Cl.[CH:24]1([CH2:30][CH2:31][NH2:32])[CH2:29][CH2:28][CH2:27][CH2:26][CH2:25]1, predict the reaction product. (6) Given the reactants [CH2:1]([N:3]([CH2:13][CH3:14])[C:4]1[CH:11]=[CH:10][C:7]([CH:8]=[O:9])=[C:6]([OH:12])[CH:5]=1)[CH3:2].C(N(CC)C(C)C)(C)C.[CH3:24][O:25][CH2:26]Cl, predict the reaction product. The product is: [CH2:13]([N:3]([CH2:1][CH3:2])[C:4]1[CH:11]=[CH:10][C:7]([CH:8]=[O:9])=[C:6]([O:12][CH2:24][O:25][CH3:26])[CH:5]=1)[CH3:14]. (7) Given the reactants [CH3:1][O:2][C:3]1[CH:4]=[C:5]2[C:10](=[CH:11][C:12]=1[O:13][CH3:14])[N:9]=[CH:8][N:7]=[C:6]2[O:15][C:16]1[CH:22]=[CH:21][C:19]([NH2:20])=[CH:18][CH:17]=1.C1(C)C=CC=CC=1.C(N(CC)CC)C.Cl[C:38](Cl)([O:40][C:41](=[O:47])OC(Cl)(Cl)Cl)Cl.[CH3:49][C:50]1[CH:55]=[CH:54][C:53]([CH3:56])=[CH:52][C:51]=1[S:57][CH2:58]CO, predict the reaction product. The product is: [CH3:1][O:2][C:3]1[CH:4]=[C:5]2[C:10](=[CH:11][C:12]=1[O:13][CH3:14])[N:9]=[CH:8][N:7]=[C:6]2[O:15][C:16]1[CH:22]=[CH:21][C:19]([NH:20][C:41](=[O:47])[O:40][CH2:38][CH2:58][S:57][C:51]2[CH:52]=[C:53]([CH3:56])[CH:54]=[CH:55][C:50]=2[CH3:49])=[CH:18][CH:17]=1. (8) Given the reactants [NH2:1][C:2]1[N:7]2[N:8]=[C:9]([C:11]3[O:12][CH:13]=[CH:14][CH:15]=3)[N:10]=[C:6]2[CH:5]=[C:4]([C:16]2[CH:21]=[CH:20][CH:19]=[CH:18][C:17]=2[CH:22]=O)[N:3]=1.[CH2:24]([NH2:35])[C:25]1[CH:34]=[CH:33][C:30]([O:31][CH3:32])=[C:27]([O:28][CH3:29])[CH:26]=1.C(O[BH-](OC(=O)C)OC(=O)C)(=O)C.[Na+], predict the reaction product. The product is: [NH2:1][C:2]1[N:7]2[N:8]=[C:9]([C:11]3[O:12][CH:13]=[CH:14][CH:15]=3)[N:10]=[C:6]2[CH:5]=[C:4]([C:16]2[CH:21]=[CH:20][CH:19]=[CH:18][C:17]=2[CH2:22][NH:35][CH2:24][C:25]2[CH:34]=[CH:33][C:30]([O:31][CH3:32])=[C:27]([O:28][CH3:29])[CH:26]=2)[N:3]=1.